Dataset: Catalyst prediction with 721,799 reactions and 888 catalyst types from USPTO. Task: Predict which catalyst facilitates the given reaction. (1) Reactant: [Br:1][C:2]1[CH:3]=[C:4]2[C:9](=[CH:10][CH:11]=1)[O:8][CH:7]=[C:6]([CH:12]=O)[C:5]2=[O:14].[CH2:15]([O:17][C:18]([C:20]#[C:21][C:22]([O:24][CH2:25][CH3:26])=[O:23])=[O:19])[CH3:16].C1(P(C2C=CC=CC=2)C2C=CC=CC=2)C=CC=CC=1.[CH3:46][O:47][C:48]1[CH:59]=[C:58]2[C:51]([NH:52][CH:53]=[C:54]2[CH2:55][CH2:56][NH2:57])=[CH:50][CH:49]=1. Product: [CH2:25]([O:24][C:22]([C:21]1[C:20]2([C:18]([O:17][CH2:15][CH3:16])=[O:19])[N:57]([CH2:56][CH2:55][C:54]3[C:58]4[C:51](=[CH:50][CH:49]=[C:48]([O:47][CH3:46])[CH:59]=4)[NH:52][C:53]=32)[CH:7]=[C:6]([C:5](=[O:14])[C:4]2[CH:3]=[C:2]([Br:1])[CH:11]=[CH:10][C:9]=2[OH:8])[CH:12]=1)=[O:23])[CH3:26]. The catalyst class is: 11. (2) Reactant: [O:1]=[C:2]1[NH:6][C:5]2[CH:7]=[CH:8][C:9]([NH:11][C:12](=[O:16])[C:13]([OH:15])=O)=[CH:10][C:4]=2[S:3]1.[F:17][C:18]1[CH:30]=[CH:29][C:21]([CH2:22][CH:23]2[CH2:28][CH2:27][NH:26][CH2:25][CH2:24]2)=[CH:20][CH:19]=1. Product: [F:17][C:18]1[CH:19]=[CH:20][C:21]([CH2:22][CH:23]2[CH2:24][CH2:25][N:26]([C:13](=[O:15])[C:12]([NH:11][C:9]3[CH:8]=[CH:7][C:5]4[NH:6][C:2](=[O:1])[S:3][C:4]=4[CH:10]=3)=[O:16])[CH2:27][CH2:28]2)=[CH:29][CH:30]=1. The catalyst class is: 27. (3) Reactant: Cl.[Cl:2][C:3]1[CH:8]=[CH:7][C:6]([CH:9]([OH:23])[CH:10]2[CH2:15][CH2:14][N:13](C(OC(C)(C)C)=O)[CH2:12][CH2:11]2)=[CH:5][CH:4]=1. Product: [ClH:2].[Cl:2][C:3]1[CH:8]=[CH:7][C:6]([CH:9]([CH:10]2[CH2:15][CH2:14][NH:13][CH2:12][CH2:11]2)[OH:23])=[CH:5][CH:4]=1. The catalyst class is: 5. (4) Reactant: [CH3:1][C:2]([S:8][CH2:9][C:10]1[CH:15]=[CH:14][CH:13]=[CH:12][CH:11]=1)([CH3:7])[CH2:3][C:4]([OH:6])=O.ClC(Cl)(Cl)C(C(Cl)(Cl)Cl)=O.C1(P(C2C=CC=CC=2)C2C=CC=CC=2)C=CC=CC=1.[OH:45][CH2:46][CH2:47][N:48]1[CH2:53][CH2:52][NH:51][CH2:50][CH2:49]1.C(N(CC)CC)C. Product: [OH:45][CH2:46][CH2:47][N:48]1[CH2:53][CH2:52][N:51]([C:4](=[O:6])[CH2:3][C:2]([CH3:1])([S:8][CH2:9][C:10]2[CH:15]=[CH:14][CH:13]=[CH:12][CH:11]=2)[CH3:7])[CH2:50][CH2:49]1. The catalyst class is: 2. (5) Reactant: [C:1]([C:3]1[C@@H:8]([C:9]2[CH:14]=[CH:13][C:12]([C:15]#[N:16])=[CH:11][C:10]=2[S:17]([CH3:20])(=[O:19])=[O:18])[N:7]([C:21]([O:23]C2C=CC([N+]([O-])=O)=CC=2)=O)[C:6](=[O:33])[N:5]([C:34]2[CH:39]=[CH:38][CH:37]=[C:36]([C:40]([F:43])([F:42])[F:41])[CH:35]=2)[C:4]=1[CH3:44])#[N:2].[S:45]1(=[O:52])(=[O:51])[CH2:49][CH2:48][CH:47]([NH2:50])[CH2:46]1. Product: [C:1]([C:3]1[C@@H:8]([C:9]2[CH:14]=[CH:13][C:12]([C:15]#[N:16])=[CH:11][C:10]=2[S:17]([CH3:20])(=[O:18])=[O:19])[N:7]([C:21]([NH:50][CH:47]2[CH2:48][CH2:49][S:45](=[O:52])(=[O:51])[CH2:46]2)=[O:23])[C:6](=[O:33])[N:5]([C:34]2[CH:39]=[CH:38][CH:37]=[C:36]([C:40]([F:42])([F:43])[F:41])[CH:35]=2)[C:4]=1[CH3:44])#[N:2]. The catalyst class is: 10. (6) Reactant: [Si]([O:8][CH2:9][CH2:10][N:11]([CH3:42])[C:12]([C:14]1[C:19]([O:20][CH2:21][C:22]2[CH:27]=[CH:26][CH:25]=[CH:24][CH:23]=2)=[C:18]([OH:28])[N:17]=[C:16]([CH2:29][C:30]2[CH:35]=[CH:34][CH:33]=[CH:32][C:31]=2[C:36]2[CH:41]=[CH:40][CH:39]=[CH:38][CH:37]=2)[N:15]=1)=[O:13])(C(C)(C)C)(C)C.Cl.[OH-].[Na+]. Product: [OH:8][CH2:9][CH2:10][N:11]([CH3:42])[C:12]([C:14]1[C:19]([O:20][CH2:21][C:22]2[CH:27]=[CH:26][CH:25]=[CH:24][CH:23]=2)=[C:18]([OH:28])[N:17]=[C:16]([CH2:29][C:30]2[CH:35]=[CH:34][CH:33]=[CH:32][C:31]=2[C:36]2[CH:41]=[CH:40][CH:39]=[CH:38][CH:37]=2)[N:15]=1)=[O:13]. The catalyst class is: 7.